Dataset: Catalyst prediction with 721,799 reactions and 888 catalyst types from USPTO. Task: Predict which catalyst facilitates the given reaction. (1) Reactant: [Br:1][C:2]1[CH:7]=[CH:6][C:5]([C:8]2[NH:12][N:11]=[C:10]([C:13]([F:16])([F:15])[F:14])[CH:9]=2)=[CH:4][CH:3]=1.Br[CH2:18][CH:19]([CH3:21])[CH3:20]. Product: [Br:1][C:2]1[CH:3]=[CH:4][C:5]([C:8]2[N:12]([CH2:18][CH:19]([CH3:21])[CH3:20])[N:11]=[C:10]([C:13]([F:14])([F:16])[F:15])[CH:9]=2)=[CH:6][CH:7]=1. The catalyst class is: 47. (2) Reactant: [C:1]([O:5][C:6](=[O:31])[NH:7][CH2:8][CH:9]1[CH2:14][CH2:13][CH:12]([NH:15][CH2:16][C:17]2[CH:22]=[C:21]([C:23]3[CH:28]=[CH:27][N:26]=[CH:25][CH:24]=3)[CH:20]=[CH:19][C:18]=2[O:29][CH3:30])[CH2:11][CH2:10]1)([CH3:4])([CH3:3])[CH3:2].[Cl:32][C:33]1[C:37]2[C:38]([F:43])=[CH:39][CH:40]=[C:41]([F:42])[C:36]=2[S:35][C:34]=1[C:44](Cl)=[O:45]. Product: [C:1]([O:5][C:6](=[O:31])[NH:7][CH2:8][CH:9]1[CH2:14][CH2:13][CH:12]([N:15]([C:44]([C:34]2[S:35][C:36]3[C:41]([F:42])=[CH:40][CH:39]=[C:38]([F:43])[C:37]=3[C:33]=2[Cl:32])=[O:45])[CH2:16][C:17]2[CH:22]=[C:21]([C:23]3[CH:24]=[CH:25][N:26]=[CH:27][CH:28]=3)[CH:20]=[CH:19][C:18]=2[O:29][CH3:30])[CH2:11][CH2:10]1)([CH3:4])([CH3:3])[CH3:2]. The catalyst class is: 2. (3) Reactant: [OH:1][C:2]1[CH:3]=[C:4]([CH:8]2[CH2:12][N:11]([C:13]3[CH:14]=[C:15]([CH:19]=[CH:20][CH:21]=3)[C:16]([NH2:18])=[O:17])[C:10](=[O:22])[CH2:9]2)[CH:5]=[CH:6][CH:7]=1.[C:23]([C:25]1[CH:30]=[CH:29][CH:28]=[CH:27][C:26]=1B(O)O)#N.N(C)(C)C. Product: [CH2:23]([O:1][C:2]1[CH:3]=[C:4]([CH:8]2[CH2:12][N:11]([C:13]3[CH:14]=[C:15]([CH:19]=[CH:20][CH:21]=3)[C:16]([NH2:18])=[O:17])[C:10](=[O:22])[CH2:9]2)[CH:5]=[CH:6][CH:7]=1)[C:25]1[CH:30]=[CH:29][CH:28]=[CH:27][CH:26]=1. The catalyst class is: 302. (4) Reactant: [NH:1]1[CH2:4][CH:3]([C:5]([C:15]2[CH:16]=[C:17]3[C:22](=[CH:23][CH:24]=2)[N:21]=[C:20]([O:25][CH3:26])[C:19]([CH2:27][C:28]2[CH:33]=[CH:32][C:31]([C:34]([F:37])([F:36])[F:35])=[CH:30][CH:29]=2)=[C:18]3[Cl:38])([C:7]2[C:8]([CH3:14])=[N:9][C:10]([CH3:13])=[CH:11][CH:12]=2)[OH:6])[CH2:2]1.N1CC(C(C2C(C)=NC(C)=CC=2)(O)C2C=C3C(=CC=2)N=[C:49]([OH:54])[C:48](CC2C=CC(C(F)(F)F)=CC=2)=C3Cl)C1.C(N(CC)CC)C.C(OC(=O)C)(=O)C. Product: [Cl:38][C:18]1[C:17]2[C:22](=[CH:23][CH:24]=[C:15]([C:5]([C:7]3[C:8]([CH3:14])=[N:9][C:10]([CH3:13])=[CH:11][CH:12]=3)([OH:6])[CH:3]3[CH2:4][N:1]([C:49](=[O:54])[CH3:48])[CH2:2]3)[CH:16]=2)[N:21]=[C:20]([O:25][CH3:26])[C:19]=1[CH2:27][C:28]1[CH:29]=[CH:30][C:31]([C:34]([F:35])([F:36])[F:37])=[CH:32][CH:33]=1. The catalyst class is: 2. (5) Reactant: [Br:1][C:2]1[CH:3]=[C:4]([CH:7]=[C:8]([F:10])[CH:9]=1)[CH:5]=O.[C:11]([OH:17])(=[O:16])[CH2:12]C(O)=O.C([O-])(=O)C.[NH4+:22]. Product: [NH2:22][CH:5]([C:4]1[CH:7]=[C:8]([F:10])[CH:9]=[C:2]([Br:1])[CH:3]=1)[CH2:12][C:11]([OH:17])=[O:16]. The catalyst class is: 8.